Dataset: Forward reaction prediction with 1.9M reactions from USPTO patents (1976-2016). Task: Predict the product of the given reaction. The product is: [Cl:1][C:2]1[CH:3]=[CH:4][CH:5]=[C:6]2[C:11]=1[CH:10]([OH:12])[CH2:9][CH2:8][CH2:7]2. Given the reactants [Cl:1][C:2]1[CH:3]=[CH:4][CH:5]=[C:6]2[C:11]=1[C:10](=[O:12])[CH2:9][CH2:8][CH2:7]2.[BH4-].[Na+], predict the reaction product.